This data is from Catalyst prediction with 721,799 reactions and 888 catalyst types from USPTO. The task is: Predict which catalyst facilitates the given reaction. Reactant: Cl[C:2]1[CH:7]=[C:6]([NH:8][CH:9]2[CH2:11][CH2:10]2)[N:5]2[N:12]=[CH:13][C:14]([CH:15]=[C:16]3[S:20][C:19](=[O:21])[NH:18][C:17]3=[O:22])=[C:4]2[N:3]=1.[Cl:23][C:24]1[CH:25]=[C:26]([CH:28]=[CH:29][CH:30]=1)[NH2:27].C1(C)C=CC(S(O)(=O)=O)=CC=1. Product: [Cl:23][C:24]1[CH:25]=[C:26]([NH:27][C:2]2[CH:7]=[C:6]([NH:8][CH:9]3[CH2:11][CH2:10]3)[N:5]3[N:12]=[CH:13][C:14]([CH:15]=[C:16]4[S:20][C:19](=[O:21])[NH:18][C:17]4=[O:22])=[C:4]3[N:3]=2)[CH:28]=[CH:29][CH:30]=1. The catalyst class is: 37.